Dataset: Reaction yield outcomes from USPTO patents with 853,638 reactions. Task: Predict the reaction yield, written as a fraction of the theoretical maximum amount of product (1.0 means a 100% yield; for example, 0.34 means a 34% yield). (1) The reactants are [O:1]1[CH2:5][CH2:4][O:3][CH:2]1[C:6]1[S:7][C:8]([C:11](=[O:17])[C:12](OCC)=[O:13])=[CH:9][N:10]=1.[BH4-].[Na+].Cl. The yield is 0.890. The catalyst is C(O)C. The product is [O:3]1[CH2:4][CH2:5][O:1][CH:2]1[C:6]1[S:7][C:8]([CH:11]([OH:17])[CH2:12][OH:13])=[CH:9][N:10]=1. (2) The yield is 0.420. No catalyst specified. The product is [F:10][C:11]([F:16])([F:15])[C:12]([OH:14])=[O:13].[CH3:17][O:18][C:19]1[CH:20]=[C:21]([C@@:27]23[CH2:35][CH2:34][C@@H:33]([NH:36][C:37](=[O:47])[N:38]([CH3:39])[C:40]4[CH:45]=[CH:44][C:43]([CH3:1])=[CH:42][CH:41]=4)[CH2:32][C@@H:31]2[N:30]([CH3:48])[CH2:29][CH2:28]3)[CH:22]=[CH:23][C:24]=1[O:25][CH3:26]. The reactants are [CH3:1]C1C=CC(NC)=CC=1.[F:10][C:11]([F:16])([F:15])[C:12]([OH:14])=[O:13].[CH3:17][O:18][C:19]1[CH:20]=[C:21]([C@@:27]23[CH2:35][CH2:34][C@@H:33]([NH:36][C:37](=[O:47])[N:38]([C:40]4[CH:45]=[CH:44][C:43](F)=[CH:42][CH:41]=4)[CH3:39])[CH2:32][C@@H:31]2[N:30]([CH3:48])[CH2:29][CH2:28]3)[CH:22]=[CH:23][C:24]=1[O:25][CH3:26]. (3) The reactants are B.C1C[O:5]CC1.[Br:7][C:8]1[CH:21]=[CH:20][C:19]2[O:18][C:17]3[C:12](=[CH:13][CH:14]=[C:15]([Br:22])[CH:16]=3)[C:11](=[CH2:23])[C:10]=2[CH:9]=1.OO.[OH-].[Na+]. The catalyst is C1COCC1.O. The product is [Br:7][C:8]1[CH:21]=[CH:20][C:19]2[O:18][C:17]3[C:12](=[CH:13][CH:14]=[C:15]([Br:22])[CH:16]=3)[CH:11]([CH2:23][OH:5])[C:10]=2[CH:9]=1. The yield is 0.370.